This data is from Forward reaction prediction with 1.9M reactions from USPTO patents (1976-2016). The task is: Predict the product of the given reaction. (1) The product is: [N:7]1[CH:12]=[CH:11][CH:10]=[C:9]([C:13]2[N:17]([C:18]3[CH:25]=[CH:24][C:21]([CH2:22][NH2:23])=[CH:20][CH:19]=3)[N:16]=[C:15]([C:26]([F:29])([F:27])[F:28])[CH:14]=2)[CH:8]=1. Given the reactants [H-].[Al+3].[Li+].[H-].[H-].[H-].[N:7]1[CH:12]=[CH:11][CH:10]=[C:9]([C:13]2[N:17]([C:18]3[CH:25]=[CH:24][C:21]([C:22]#[N:23])=[CH:20][CH:19]=3)[N:16]=[C:15]([C:26]([F:29])([F:28])[F:27])[CH:14]=2)[CH:8]=1, predict the reaction product. (2) Given the reactants [NH:1]1[CH:5]=[C:4]([C:6]([OH:8])=O)[N:3]=[CH:2]1.[NH2:9][C:10]1[C:15]([Cl:16])=[CH:14][C:13]([OH:17])=[C:12]([O:18][C:19]2[CH:24]=[CH:23][C:22]([Cl:25])=[CH:21][C:20]=2[Cl:26])[CH:11]=1.Cl.CN(C)CCCN=C=NCC.O.ON1C2C=CC=CC=2N=N1.C(N(CC)CC)C, predict the reaction product. The product is: [Cl:16][C:15]1[CH:14]=[C:13]([OH:17])[C:12]([O:18][C:19]2[CH:24]=[CH:23][C:22]([Cl:25])=[CH:21][C:20]=2[Cl:26])=[CH:11][C:10]=1[NH:9][C:6]([C:4]1[N:3]=[CH:2][NH:1][CH:5]=1)=[O:8]. (3) Given the reactants [CH3:1][C:2]1([CH3:17])[C:10]2[C:5](=[CH:6][C:7]([N+:11]([O-:13])=[O:12])=[CH:8][CH:9]=2)[N:4](C(=O)C)[CH2:3]1.Cl, predict the reaction product. The product is: [CH3:1][C:2]1([CH3:17])[C:10]2[C:5](=[CH:6][C:7]([N+:11]([O-:13])=[O:12])=[CH:8][CH:9]=2)[NH:4][CH2:3]1. (4) Given the reactants [C:1]([N:5]1[CH2:10][CH2:9][N:8]([CH2:11][C:12]2[N:13]([CH3:28])[C:14]3[C:19]([N:20]=2)=[C:18]([N:21]2[CH2:26][CH2:25][O:24][CH2:23][CH2:22]2)[N:17]=[C:16](Cl)[N:15]=3)[CH2:7][CH2:6]1)([CH3:4])([CH3:3])[CH3:2].[CH2:29]([C:31]1[NH:35][C:34]2[CH:36]=[CH:37][CH:38]=[CH:39][C:33]=2[N:32]=1)[CH3:30], predict the reaction product. The product is: [C:1]([N:5]1[CH2:10][CH2:9][N:8]([CH2:11][C:12]2[N:13]([CH3:28])[C:14]3[C:19]([N:20]=2)=[C:18]([N:21]2[CH2:26][CH2:25][O:24][CH2:23][CH2:22]2)[N:17]=[C:16]([N:32]2[C:33]4[CH:39]=[CH:38][CH:37]=[CH:36][C:34]=4[N:35]=[C:31]2[CH2:29][CH3:30])[N:15]=3)[CH2:7][CH2:6]1)([CH3:4])([CH3:3])[CH3:2]. (5) Given the reactants Br[C:2]1[CH:3]=[C:4]2[C:9](=[CH:10][CH:11]=1)[CH2:8][NH:7][CH2:6][CH2:5]2.B(O)O, predict the reaction product. The product is: [N:7]1[CH:8]=[CH:9][CH:4]=[C:5]([C:2]2[CH:3]=[C:4]3[C:9](=[CH:10][CH:11]=2)[CH2:8][NH:7][CH2:6][CH2:5]3)[CH:6]=1.